From a dataset of Full USPTO retrosynthesis dataset with 1.9M reactions from patents (1976-2016). Predict the reactants needed to synthesize the given product. (1) The reactants are: [O:1]1[CH2:6][CH2:5][CH2:4][CH2:3][CH:2]1[N:7]1[C:15]2[C:10](=[CH:11][C:12]([C:16]3[N:20]=[CH:19][N:18]([C:21]([C:34]4[CH:39]=[CH:38][CH:37]=[CH:36][CH:35]=4)([C:28]4[CH:33]=[CH:32][CH:31]=[CH:30][CH:29]=4)[C:22]4[CH:27]=[CH:26][CH:25]=[CH:24][CH:23]=4)[N:17]=3)=[CH:13][CH:14]=2)[C:9]([C:40]2[CH:41]=[C:42]([CH:47]=[CH:48][CH:49]=2)[C:43](OC)=[O:44])=[N:8]1.O.[OH-].[Li+].[NH2:53][C@@H:54]1[C:62]2[C:57](=[CH:58][CH:59]=[CH:60][CH:61]=2)[CH2:56][CH2:55]1.O.ON1C2C=CC=CC=2N=N1. Given the product [C@@H:54]1([NH:53][C:43]([C:42]2[CH:47]=[CH:48][CH:49]=[C:40]([C:9]3[C:10]4[C:15](=[CH:14][CH:13]=[C:12]([C:16]5[N:20]=[CH:19][N:18]([C:21]([C:28]6[CH:29]=[CH:30][CH:31]=[CH:32][CH:33]=6)([C:34]6[CH:39]=[CH:38][CH:37]=[CH:36][CH:35]=6)[C:22]6[CH:27]=[CH:26][CH:25]=[CH:24][CH:23]=6)[N:17]=5)[CH:11]=4)[N:7]([CH:2]4[CH2:3][CH2:4][CH2:5][CH2:6][O:1]4)[N:8]=3)[CH:41]=2)=[O:44])[C:62]2[C:57](=[CH:58][CH:59]=[CH:60][CH:61]=2)[CH2:56][CH2:55]1, predict the reactants needed to synthesize it. (2) Given the product [CH3:44][O:43][C:42]1[N:41]=[C:40]([C:45]([NH:47][CH3:48])=[O:46])[CH:39]=[CH:38][C:37]=1[NH:36][C:2]1[N:3]=[C:4]([O:29][CH:30]2[CH2:31][CH2:32][O:33][CH2:34][CH2:35]2)[C:5]2[C:10]([C:11]3[CH:20]=[CH:19][C:14]4[N:15]=[C:16]([CH3:18])[O:17][C:13]=4[CH:12]=3)=[CH:9][N:8]([CH2:21][O:22][CH2:23][CH2:24][Si:25]([CH3:27])([CH3:26])[CH3:28])[C:6]=2[N:7]=1, predict the reactants needed to synthesize it. The reactants are: Cl[C:2]1[N:3]=[C:4]([O:29][CH:30]2[CH2:35][CH2:34][O:33][CH2:32][CH2:31]2)[C:5]2[C:10]([C:11]3[CH:20]=[CH:19][C:14]4[N:15]=[C:16]([CH3:18])[O:17][C:13]=4[CH:12]=3)=[CH:9][N:8]([CH2:21][O:22][CH2:23][CH2:24][Si:25]([CH3:28])([CH3:27])[CH3:26])[C:6]=2[N:7]=1.[NH2:36][C:37]1[CH:38]=[CH:39][C:40]([C:45]([NH:47][CH3:48])=[O:46])=[N:41][C:42]=1[O:43][CH3:44].CC1(C)C2C(=C(P(C3C=CC=CC=3)C3C=CC=CC=3)C=CC=2)OC2C(P(C3C=CC=CC=3)C3C=CC=CC=3)=CC=CC1=2.C(=O)([O-])[O-].[Cs+].[Cs+]. (3) Given the product [F:1][C:2]1[CH:3]=[C:4]([C:8]2[C@:9]3([CH2:25][CH2:24][C@H:23]4[C@@H:14]([CH2:15][CH2:16][C:17]5[CH:18]=[C:19]([O:26][CH:28]([CH2:33][CH3:34])[C:29]([OH:31])=[O:30])[CH:20]=[CH:21][C:22]=54)[C@@H:11]3[CH2:12][CH:13]=2)[CH3:10])[CH:5]=[N:6][CH:7]=1, predict the reactants needed to synthesize it. The reactants are: [F:1][C:2]1[CH:3]=[C:4]([C:8]2[C@:9]3([CH2:25][CH2:24][C@H:23]4[C@@H:14]([CH2:15][CH2:16][C:17]5[CH:18]=[C:19]([OH:26])[CH:20]=[CH:21][C:22]=54)[C@@H:11]3[CH2:12][CH:13]=2)[CH3:10])[CH:5]=[N:6][CH:7]=1.Cl[CH:28]([CH2:33][CH3:34])[C:29]([O:31]C)=[O:30].[OH-].[Na+].